Task: Predict the product of the given reaction.. Dataset: Forward reaction prediction with 1.9M reactions from USPTO patents (1976-2016) (1) Given the reactants [Cl:1][C:2]1[CH:7]=[CH:6][C:5]([C:8]([CH3:16])([CH3:15])[CH2:9][C:10]([O:12][CH2:13][CH3:14])=[O:11])=[CH:4][C:3]=1[N+:17]([O-])=O.[H][H], predict the reaction product. The product is: [NH2:17][C:3]1[CH:4]=[C:5]([C:8]([CH3:15])([CH3:16])[CH2:9][C:10]([O:12][CH2:13][CH3:14])=[O:11])[CH:6]=[CH:7][C:2]=1[Cl:1]. (2) Given the reactants O[C:2]1([C:11]2[CH:16]=[CH:15][CH:14]=[CH:13][CH:12]=2)[CH2:9][CH:8]2[CH:4]([CH2:5][C:6](=[O:10])[CH2:7]2)[CH2:3]1, predict the reaction product. The product is: [C:11]1([C:2]2[CH2:9][CH:8]3[CH:4]([CH:3]=2)[CH2:5][C:6](=[O:10])[CH2:7]3)[CH:12]=[CH:13][CH:14]=[CH:15][CH:16]=1. (3) Given the reactants [C:1]([O:5][C:6]([N:8]1[CH2:13][CH2:12][C:11]([CH2:24][C:25]2[CH:30]=[CH:29][C:28]([C:31]([O:33][CH3:34])=[O:32])=[CH:27][CH:26]=2)([C:14]([O:16]CC2C=CC=CC=2)=O)[CH2:10][CH2:9]1)=[O:7])([CH3:4])([CH3:3])[CH3:2].[CH:35]1([NH2:41])[CH2:40][CH2:39][CH2:38][CH2:37][CH2:36]1.C(N(C(C)C)CC)(C)C.CN(C(ON1N=NC2C=CC=CC1=2)=[N+](C)C)C.F[P-](F)(F)(F)(F)F, predict the reaction product. The product is: [C:1]([O:5][C:6]([N:8]1[CH2:13][CH2:12][C:11]([C:14](=[O:16])[NH:41][CH:35]2[CH2:40][CH2:39][CH2:38][CH2:37][CH2:36]2)([CH2:24][C:25]2[CH:26]=[CH:27][C:28]([C:31]([O:33][CH3:34])=[O:32])=[CH:29][CH:30]=2)[CH2:10][CH2:9]1)=[O:7])([CH3:3])([CH3:2])[CH3:4]. (4) Given the reactants BrCCBr.[Cl:5][C:6]([Cl:12])(Cl)[C:7]([O:9][CH3:10])=[O:8].[CH3:13][Si:14](Cl)([CH3:16])[CH3:15], predict the reaction product. The product is: [Cl:5][C:6]([Cl:12])=[C:7]([O:9][CH3:10])[O:8][Si:14]([CH3:16])([CH3:15])[CH3:13]. (5) Given the reactants [N+:1]([C:4]1[CH:5]=[C:6]2[C:11](=[CH:12][CH:13]=1)[N:10]=[C:9](Cl)[N:8]=[C:7]2Cl)([O-:3])=[O:2].[NH2:16][C:17]1[CH:24]=[CH:23][C:20]([CH2:21][NH2:22])=[CH:19][CH:18]=1.[C:25](Cl)(=[O:32])[C:26]1[CH:31]=[CH:30][CH:29]=[N:28][CH:27]=1.[CH3:34][NH2:35], predict the reaction product. The product is: [N+:1]([C:4]1[CH:5]=[C:6]2[C:11](=[CH:12][CH:13]=1)[N:10]=[C:9]([NH:35][CH3:34])[N:8]=[C:7]2[NH:22][CH2:21][C:20]1[CH:23]=[CH:24][C:17]([NH:16][C:25](=[O:32])[C:26]2[CH:31]=[CH:30][CH:29]=[N:28][CH:27]=2)=[CH:18][CH:19]=1)([O-:3])=[O:2]. (6) The product is: [NH2:5][C:6]1[C:16]([NH:17][CH:2]([CH3:4])[CH3:3])=[CH:15][CH:14]=[CH:13][C:7]=1[C:8]([O:10][CH2:11][CH3:12])=[O:9]. Given the reactants I[CH:2]([CH3:4])[CH3:3].[NH2:5][C:6]1[C:16]([NH2:17])=[CH:15][CH:14]=[CH:13][C:7]=1[C:8]([O:10][CH2:11][CH3:12])=[O:9], predict the reaction product.